The task is: Binary Classification. Given a miRNA mature sequence and a target amino acid sequence, predict their likelihood of interaction.. This data is from Experimentally validated miRNA-target interactions with 360,000+ pairs, plus equal number of negative samples. (1) The miRNA is hsa-miR-4659b-3p with sequence UUUCUUCUUAGACAUGGCAGCU. The protein sequence of the target gene is MDSVDGLQCLTMTAENPPSGDLIPAPLVTCKLCLCEQSLDKMTMLQECQCIFCTPCLKQYMVLSIREGCGSPITCPDMVCLNHGTLQETEIACLVPLDEFQLYQRLKFEREVHMDPLRTWCPVADCQTVCHISAGDPGQPVLVECPSCHLKFCSCCKDAWHEESSCRDSQSAMPEHGALFGTDADAPIKQCPVCRIYIERNEGCAQMMCKNCKHTFCWYCLQNLDNDIFLRHYDKGPCRNKLGHSRASVMWNRTQVVGILVGLGVIALVTSPLLLLASPCIICCVCKSCRGKKKKHDPST.... Result: 0 (no interaction). (2) The miRNA is hsa-miR-1295b-5p with sequence CACCCAGAUCUGCGGCCUAAU. The protein sequence of the target gene is MVQQRGARAKRDGGPPPPGPGPAEEGAREPGWCKTPSGHIKRPMNAFMVWSQHERRKIMDQWPDMHNAEISKRLGRRWQLLQDSEKIPFVREAERLRLKHMADYPDYKYRPRKKSKGAPAKARPRPPGGSGGGSRLKPGPQLPGRGGRRAAGGPLGGGAAAPEDDDEDDDEELLEVRLVETPGRELWRMVPAGRAARGQAERAQGPSGEGAAAAAAASPTPSEDEEPEEEEEEAAAAEEGEEETVASGEESLGFLSRLPPGPAGLDCSALDRDPDLQPPSGTSHFEFPDYCTPEVTEMIA.... Result: 0 (no interaction). (3) The miRNA is hsa-miR-548ao-3p with sequence AAAGACCGUGACUACUUUUGCA. The protein sequence of the target gene is MYRSTKGASKARRDQINAEIRNLKELLPLAEADKVRLSYLHIMSLACIYTRKGVFFAGGTPLAGPTGLLSAQELEDIVAALPGFLLVFTAEGKLLYLSESVSEHLGHSMVDLVAQGDSIYDIIDPADHLTVRQQLTLPSALDTDRLFRCRFNTSKSLRRQSAGNKLVLIRGRFHAHPPGAYWAGNPVFTAFCAPLEPRPRPGPGPGPGPASLFLAMFQSRHAKDLALLDISESVLIYLGFERSELLCKSWYGLLHPEDLAHASAQHYRLLAESGDIQAEMVVRLQAKTGGWAWIYCLLYS.... Result: 0 (no interaction). (4) The miRNA is hsa-miR-543 with sequence AAACAUUCGCGGUGCACUUCUU. The protein sequence of the target gene is MPPRELSEAEPPPLRAPTPPPRRRSAPPELGIKCVLVGDGAVGKSSLIVSYTCNGYPARYRPTALDTFSVQVLVDGAPVRIELWDTAGQEDFDRLRSLCYPDTDVFLACFSVVQPSSFQNITEKWLPEIRTHNPQAPVLLVGTQADLRDDVNVLIQLDQGGREGPVPQPQAQGLAEKIRACCYLECSALTQKNLKEVFDSAILSAIEHKARLEKKLNAKGVRTLSRCRWKKFFCFV. Result: 0 (no interaction). (5) The protein sequence of the target gene is MASPSPPPESKGLLTFEDVAVFFTQEEWDYLDPAQRSLYKDVMMENYGNLVSLDVLNRDKDEEPTVKQEIEEIEEEVEPQGVIVTRIKSEIDQDPMGRETFELVGRLDKQRGIFLWEIPRESLTQEQRMFRENTNIIRKRPNSEEKCHKCEECGKGFVRKAHFIQHQRVHTGEKPFQCNECGKSFSRSSFVIEHQRIHTGERPYECNYCGKTFSVSSTLIRHQRIHTGERPYQCNQCKQSFSQRRSLVKHQRIHTGEKPHKCSDCGKAFSWKSHLIEHQRTHTGEKPYHCTKCKKSFSRN.... The miRNA is mmu-miR-301b-3p with sequence CAGUGCAAUGGUAUUGUCAAAGC. Result: 0 (no interaction). (6) Result: 0 (no interaction). The protein sequence of the target gene is MEDSSTDTEKEEEEEKDEKDQEPIYAIVPTINIQDERFVDLSETPAFIFLHELHAMGKLPGTRMAALKAKYTLLHDAVMSTQESEVQLLQNAKRFTEQIQQQQFHLQQADNFPEAFSTEVSKMREQLLKYQNEYNAVKEREFHNQYRLNSLKEEKIIIVKEFEKITKPGEMEKKMKILRESTEELRKEIMQKKLEIKNLREDLASKQKQLLKEQKELEELLGHQVVLKDEVAHHQTIPVQIGKEIEKITRKKVEMEKKKIVLEQEVKTLNDSLKKVENKVSAIVDEKENVIKEVEGKRAL.... The miRNA is mmu-miR-568 with sequence AUGUAUAAAUGUAUACACAC. (7) The miRNA is mmu-miR-1193-5p with sequence UGGUAGACCGGUGACGUACA. The protein sequence of the target gene is MASLFSGRILIRNNSDQDEVETEAELSRRLENRLVLLFFGAGACPQCQAFAPVLKDFFVRLTDEFYVLRAAQLALVYVSQDPTEEQQDLFLRDMPEKWLFLPFHDELRRDLGRQFSVRQLPAVVVLKPGGDVLTSDATEEIQRLGPACFANWQEAAELLDRSFLQPEDLDEPARRSITEPLRRRKYRVDRDVGRERGRNGRDSGDPQGDAGTRAELW. Result: 0 (no interaction). (8) The miRNA is hsa-miR-5579-3p with sequence UUAGCUUAAGGAGUACCAGAUC. The protein sequence of the target gene is MIIPSLEELDSLKYSDLQNLAKSLGLRANLRATKLLKALKGYIKHEARKGNENQDESQTSASSCDETEIQISNQEEAERQPLGHVTKTRRRCKTVRVDPDSQQNHSEIKISNPTEFQNHEKQESQDLRATAKVPSPPDEHQEAENAVSSGNRDSKVPSEGKKSLYTDESSKPGKNKRTAITTPNFKKLHEAHFKEMESIDQYIERKKKHFEEHNSMNELKQQPINKGGVRTPVPPRGRLSVASTPISQRRSQGRSCGPASQSTLGLKGSLKRSAISAAKTGVRFSAATKDNEHKRSLTKT.... Result: 0 (no interaction). (9) The miRNA is mmu-miR-466d-5p with sequence UGUGUGUGCGUACAUGUACAUG. The protein sequence of the target gene is MQPPWGLALPLLLPWVTGGVGTSPWDYGLSALAHQPGVCQYGTKMACCYGWKRNNKGVCEAMCEPRCKFGECVGPNKCRCFPGYTGKTCTQDVNECGVKPRPCQHRCVNTHGSYKCFCLSGHMLLPDATCSNSRTCARLNCQYGCEDTEEGPRCVCPSSGLRLGPNGRVCLDIDECASSKAVCPSNRRCVNTFGSYYCKCHIGFELKYIGRRYDCVDINECALNTHPCSPHANCLNTRGSFKCKCKQGYRGNGLQCSVIPEHSVKEILTAPGTIKDRIKKLLAHKRTMKKKVKLKMVTPR.... Result: 1 (interaction). (10) The miRNA is hsa-miR-4726-5p with sequence AGGGCCAGAGGAGCCUGGAGUGG. The protein sequence of the target gene is MMGQNQTSISDFLLLGLPIQPEQQNLCYALFLAMYLTTLLGNLLIIVLIRLDSHLHTPMYLFLSNLSFSDLCFSSVTIPKLLQNMQNQDPSIPYADCLTQMYFFLLFGDLESFLLVAMAYDRYVAICFPLHYTAIMSPMLCLALVALSWVLTTFHAMLHTLLMARLCFCADNVIPHFFCDMSALLKLAFSDTRVNEWVIFIMGGLILVIPFLLILGSYARIVSSILKVPSSKGICKAFSTCGSHLSVVSLFYGTVIGLYLCSSANSSTLKDTVMAMMYTVVTPMLNPFIYSLRNRDMKGA.... Result: 0 (no interaction).